Dataset: Reaction yield outcomes from USPTO patents with 853,638 reactions. Task: Predict the reaction yield, written as a fraction of the theoretical maximum amount of product (1.0 means a 100% yield; for example, 0.34 means a 34% yield). (1) The reactants are CC1(C)C(C)(C)OB(C2C=CC([N+:15]([O-:17])=[O:16])=CC=2)O1.I[C:20]1[CH:21]=[C:22]([CH:36]=[CH:37][C:38]=1[CH3:39])[C:23]([NH:25][C:26]1[CH:31]=[CH:30][CH:29]=[C:28]([C:32]([F:35])([F:34])[F:33])[CH:27]=1)=[O:24].C(=O)([O-])[O-].[K+].[K+].[C:46]1(C)[CH:51]=[CH:50][CH:49]=[CH:48][CH:47]=1. The catalyst is C(O)C.O.C1C=CC([P]([Pd]([P](C2C=CC=CC=2)(C2C=CC=CC=2)C2C=CC=CC=2)([P](C2C=CC=CC=2)(C2C=CC=CC=2)C2C=CC=CC=2)[P](C2C=CC=CC=2)(C2C=CC=CC=2)C2C=CC=CC=2)(C2C=CC=CC=2)C2C=CC=CC=2)=CC=1. The product is [CH3:39][C:38]1[C:20]([C:46]2[CH:51]=[CH:50][CH:49]=[CH:48][CH:47]=2)=[CH:21][C:22]([C:23]([NH:25][C:26]2[CH:31]=[CH:30][CH:29]=[C:28]([C:32]([F:35])([F:34])[F:33])[CH:27]=2)=[O:24])=[C:36]([N+:15]([O-:17])=[O:16])[CH:37]=1. The yield is 0.570. (2) The reactants are C([O:8][C:9]([C@H:11]1[CH2:15][CH2:14][CH2:13][N:12]1[CH2:16][C:17]1[S:21][C:20]([NH:22][C:23]([N:25]([CH:32]2[CH2:37][CH2:36][CH2:35][CH2:34][CH2:33]2)[CH:26]2[CH2:31][CH2:30][CH2:29][CH2:28][CH2:27]2)=[O:24])=[N:19][CH:18]=1)=[O:10])C1C=CC=CC=1. The catalyst is [Pd].CO. The product is [CH:32]1([N:25]([CH:26]2[CH2:31][CH2:30][CH2:29][CH2:28][CH2:27]2)[C:23](=[O:24])[NH:22][C:20]2[S:21][C:17]([CH2:16][N:12]3[CH2:13][CH2:14][CH2:15][C@@H:11]3[C:9]([OH:10])=[O:8])=[CH:18][N:19]=2)[CH2:33][CH2:34][CH2:35][CH2:36][CH2:37]1. The yield is 0.840. (3) The catalyst is N1C=CC=CC=1. The reactants are [Br:1][C:2]1[CH:7]=[C:6]([Cl:8])[C:5]([S:9](Cl)(=[O:11])=[O:10])=[C:4]([Cl:13])[CH:3]=1.[NH2:14][C:15]1[CH:16]=[N:17][N:18]([CH3:21])[C:19]=1[CH3:20]. The yield is 0.640. The product is [Br:1][C:2]1[CH:7]=[C:6]([Cl:8])[C:5]([S:9]([NH:14][C:15]2[CH:16]=[N:17][N:18]([CH3:21])[C:19]=2[CH3:20])(=[O:11])=[O:10])=[C:4]([Cl:13])[CH:3]=1. (4) The reactants are C([O:8][C:9]1[C:18]2[C:13](=[C:14]([CH3:21])[C:15]([O:19][CH3:20])=[CH:16][CH:17]=2)[N:12]=[C:11](Cl)[CH:10]=1)C1C=CC=CC=1.[CH:23]([C:26]1[CH:30]=[CH:29][NH:28][N:27]=1)([CH3:25])[CH3:24]. No catalyst specified. The product is [OH:8][C:9]1[C:18]2[C:13](=[C:14]([CH3:21])[C:15]([O:19][CH3:20])=[CH:16][CH:17]=2)[N:12]=[C:11]([N:28]2[CH:29]=[CH:30][C:26]([CH:23]([CH3:25])[CH3:24])=[N:27]2)[CH:10]=1. The yield is 0.950. (5) The reactants are [CH3:1][S-:2].[Na+].Cl[C:5]1[C:14]2[C:9](=[CH:10][CH:11]=[CH:12][C:13]=2[CH3:15])[N:8]=[CH:7][N:6]=1. The catalyst is C1COCC1. The product is [CH3:15][C:13]1[CH:12]=[CH:11][CH:10]=[C:9]2[C:14]=1[C:5]([S:2][CH3:1])=[N:6][CH:7]=[N:8]2. The yield is 0.830. (6) The catalyst is C(Cl)(Cl)Cl.O. The product is [CH3:1][O:2][C:3]1[CH:4]=[C:5]2[C:10](=[CH:11][C:12]=1[O:13][CH3:14])[N:9]=[CH:8][N:7]=[C:6]2[O:15][C:16]1[CH:22]=[CH:21][C:19]([NH:20][C:36]([NH:52][CH2:51][CH2:50][N:44]2[CH2:49][CH2:48][CH2:47][CH2:46][CH2:45]2)=[O:42])=[C:18]([O:23][CH3:24])[CH:17]=1. The reactants are [CH3:1][O:2][C:3]1[CH:4]=[C:5]2[C:10](=[CH:11][C:12]=1[O:13][CH3:14])[N:9]=[CH:8][N:7]=[C:6]2[O:15][C:16]1[CH:22]=[CH:21][C:19]([NH2:20])=[C:18]([O:23][CH3:24])[CH:17]=1.C(N(CC)CC)C.ClC(Cl)(O[C:36](=[O:42])OC(Cl)(Cl)Cl)Cl.[N:44]1([CH2:50][CH2:51][NH2:52])[CH2:49][CH2:48][CH2:47][CH2:46][CH2:45]1. The yield is 0.540. (7) The reactants are Cl[CH2:2][CH2:3][CH2:4][C:5]1[CH:18]=[CH:17][C:8]([O:9][C:10]2[CH:15]=[CH:14][CH:13]=[C:12]([F:16])[N:11]=2)=[C:7]([O:19][CH3:20])[CH:6]=1.[Na+].[I-].C(N(C(C)C)CC)(C)C.[NH:32]1[CH:36]=[N:35][CH:34]=[N:33]1. The catalyst is C1COCC1.CN(C=O)C. The product is [F:16][C:12]1[CH:13]=[CH:14][CH:15]=[C:10]([O:9][C:8]2[CH:17]=[CH:18][C:5]([CH2:4][CH2:3][CH2:2][N:32]3[CH:36]=[N:35][CH:34]=[N:33]3)=[CH:6][C:7]=2[O:19][CH3:20])[N:11]=1. The yield is 0.330. (8) The reactants are Br[C:2]1[CH:3]=[CH:4][C:5]2[S:20][C:8]3[CH2:9][N:10]([C:13]([O:15][C:16]([CH3:19])([CH3:18])[CH3:17])=[O:14])[CH2:11][CH2:12][C:7]=3[C:6]=2[CH:21]=1.[CH2:22]([O:29][C:30]1[CH:35]=[CH:34][NH:33][C:32](=[O:36])[CH:31]=1)[C:23]1[CH:28]=[CH:27][CH:26]=[CH:25][CH:24]=1.OC1C=CC=C2C=1N=CC=C2.C([O-])([O-])=O.[K+].[K+]. The catalyst is CS(C)=O.[Cu]I. The product is [CH2:22]([O:29][C:30]1[CH:35]=[CH:34][N:33]([C:2]2[CH:3]=[CH:4][C:5]3[S:20][C:8]4[CH2:9][N:10]([C:13]([O:15][C:16]([CH3:19])([CH3:18])[CH3:17])=[O:14])[CH2:11][CH2:12][C:7]=4[C:6]=3[CH:21]=2)[C:32](=[O:36])[CH:31]=1)[C:23]1[CH:24]=[CH:25][CH:26]=[CH:27][CH:28]=1. The yield is 0.220.